Dataset: Full USPTO retrosynthesis dataset with 1.9M reactions from patents (1976-2016). Task: Predict the reactants needed to synthesize the given product. Given the product [F:1][C:2]1[CH:3]=[C:4]([N:10]2[CH2:15][CH2:14][NH:13][CH2:12][CH2:11]2)[CH:5]=[CH:6][C:7]=1[F:8], predict the reactants needed to synthesize it. The reactants are: [F:1][C:2]1[CH:3]=[C:4](Br)[CH:5]=[CH:6][C:7]=1[F:8].[NH:10]1[CH2:15][CH2:14][NH:13][CH2:12][CH2:11]1.CC(C)([O-])C.[Na+].C1C=CC(P(C2C(C3C(P(C4C=CC=CC=4)C4C=CC=CC=4)=CC=C4C=3C=CC=C4)=C3C(C=CC=C3)=CC=2)C2C=CC=CC=2)=CC=1.